Dataset: Full USPTO retrosynthesis dataset with 1.9M reactions from patents (1976-2016). Task: Predict the reactants needed to synthesize the given product. (1) Given the product [O:20]=[C:19]1[CH2:18][CH2:17][O:16][CH2:15][CH:14]1[N:5]1[C:1](=[O:11])[C:2]2[C:3](=[CH:7][CH:8]=[CH:9][CH:10]=2)[C:4]1=[O:6], predict the reactants needed to synthesize it. The reactants are: [C:1]1(=[O:11])[NH:5][C:4](=[O:6])[C:3]2=[CH:7][CH:8]=[CH:9][CH:10]=[C:2]12.[K].Br[CH:14]1[C:19](=[O:20])[CH2:18][CH2:17][O:16][CH2:15]1. (2) Given the product [C:28]([OH:35])(=[O:34])/[CH:29]=[CH:30]/[C:31]([OH:33])=[O:32].[F:1][C:2]1[C:3]([O:11][C:12]2[CH:17]=[CH:16][CH:15]=[C:14]([CH2:18][NH:25][CH3:24])[C:13]=2[O:20][CH3:21])=[C:4]([CH:7]=[CH:8][C:9]=1[CH3:10])[C:5]#[N:6], predict the reactants needed to synthesize it. The reactants are: [F:1][C:2]1[C:3]([O:11][C:12]2[CH:17]=[CH:16][CH:15]=[C:14]([CH:18]=O)[C:13]=2[O:20][CH3:21])=[C:4]([CH:7]=[CH:8][C:9]=1[CH3:10])[C:5]#[N:6].CN.[C:24]([BH3-])#[N:25].[Na+].[C:28]([OH:35])(=[O:34])/[CH:29]=[CH:30]/[C:31]([OH:33])=[O:32].